Dataset: Full USPTO retrosynthesis dataset with 1.9M reactions from patents (1976-2016). Task: Predict the reactants needed to synthesize the given product. (1) Given the product [OH:12][CH2:13][CH2:14][CH:9]([C:5]1[CH:6]=[CH:7][CH:8]=[C:3]([C:2]([F:17])([F:16])[F:1])[CH:4]=1)[CH2:10][C:11]([NH:19][NH2:20])=[O:15], predict the reactants needed to synthesize it. The reactants are: [F:1][C:2]([F:17])([F:16])[C:3]1[CH:4]=[C:5]([CH:9]2[CH2:14][CH2:13][O:12][C:11](=[O:15])[CH2:10]2)[CH:6]=[CH:7][CH:8]=1.O.[NH2:19][NH2:20]. (2) Given the product [C:1]([C:3]1[C:4]([N:16]2[CH2:17][CH:18]([C:20]([NH:68][S:65]([C:62]3[CH:61]=[CH:60][C:59]([C:58]([F:57])([F:70])[F:69])=[CH:64][CH:63]=3)(=[O:66])=[O:67])=[O:21])[CH2:19]2)=[N:5][C:6]([CH3:15])=[C:7]([CH:8]=1)[C:9]([O:11][CH:12]([CH3:13])[CH3:14])=[O:10])#[N:2], predict the reactants needed to synthesize it. The reactants are: [C:1]([C:3]1[C:4]([N:16]2[CH2:19][CH:18]([C:20](O)=[O:21])[CH2:17]2)=[N:5][C:6]([CH3:15])=[C:7]([C:9]([O:11][CH:12]([CH3:14])[CH3:13])=[O:10])[CH:8]=1)#[N:2].CCN(C(C)C)C(C)C.CN(C(ON1N=NC2C=CC=CC1=2)=[N+](C)C)C.[B-](F)(F)(F)F.C(Cl)Cl.[F:57][C:58]([F:70])([F:69])[C:59]1[CH:64]=[CH:63][C:62]([S:65]([NH2:68])(=[O:67])=[O:66])=[CH:61][CH:60]=1.OS([O-])(=O)=O.[Na+]. (3) Given the product [C:12]([N:8]1[CH:7]([CH2:16][NH:17][C:18](=[O:23])[C:19]([F:22])([F:21])[F:20])[C:6]2[CH:24]=[C:2]([C:30]3[C:29]4[C:33](=[CH:34][C:26]([F:25])=[CH:27][CH:28]=4)[N:32]([C:35]([O:37][C:38]([CH3:41])([CH3:40])[CH3:39])=[O:36])[CH:31]=3)[CH:3]=[CH:4][C:5]=2[S:9]1(=[O:11])=[O:10])([CH3:15])([CH3:14])[CH3:13], predict the reactants needed to synthesize it. The reactants are: Br[C:2]1[CH:3]=[CH:4][C:5]2[S:9](=[O:11])(=[O:10])[N:8]([C:12]([CH3:15])([CH3:14])[CH3:13])[CH:7]([CH2:16][NH:17][C:18](=[O:23])[C:19]([F:22])([F:21])[F:20])[C:6]=2[CH:24]=1.[F:25][C:26]1[CH:34]=[C:33]2[C:29]([C:30](B3OC(C)(C)C(C)(C)O3)=[CH:31][N:32]2[C:35]([O:37][C:38]([CH3:41])([CH3:40])[CH3:39])=[O:36])=[CH:28][CH:27]=1.C([O-])([O-])=O.[Cs+].[Cs+]. (4) Given the product [N:14]([CH2:2][C:3]([N:6]1[CH:10]=[C:9]([N+:11]([O-:13])=[O:12])[CH:8]=[N:7]1)([CH3:5])[CH3:4])=[N+:15]=[N-:16], predict the reactants needed to synthesize it. The reactants are: I[CH2:2][C:3]([N:6]1[CH:10]=[C:9]([N+:11]([O-:13])=[O:12])[CH:8]=[N:7]1)([CH3:5])[CH3:4].[N-:14]=[N+:15]=[N-:16].[Na+].O.